From a dataset of Catalyst prediction with 721,799 reactions and 888 catalyst types from USPTO. Predict which catalyst facilitates the given reaction. (1) Reactant: [Br:1][C:2]1[C:3]([CH2:11][OH:12])=[CH:4][C:5]([F:10])=[C:6]([CH:9]=1)[CH:7]=[O:8].[BH4-].[Na+]. Product: [Br:1][C:2]1[CH:9]=[C:6]([CH2:7][OH:8])[C:5]([F:10])=[CH:4][C:3]=1[CH2:11][OH:12]. The catalyst class is: 5. (2) Reactant: [C:1]1(=[O:11])[NH:5][C:4](=[O:6])[C:3]2=[CH:7][CH:8]=[CH:9][CH:10]=[C:2]12.[K].Br[CH2:14][CH2:15][CH2:16][CH2:17][CH2:18][CH:19]=[CH2:20]. Product: [CH2:20]([N:5]1[C:1](=[O:11])[C:2]2=[CH:10][CH:9]=[CH:8][CH:7]=[C:3]2[C:4]1=[O:6])[CH2:19][CH2:18][CH2:17][CH2:16][CH:15]=[CH2:14]. The catalyst class is: 3. (3) Reactant: [F:1][C:2]1[N:7]=[C:6]([C:8]([OH:10])=O)[CH:5]=[CH:4][CH:3]=1.[C:11]([N:18]1[CH2:23][CH2:22][NH:21][CH2:20][CH2:19]1)([O:13][C:14]([CH3:17])([CH3:16])[CH3:15])=[O:12].CCN(C(C)C)C(C)C.C(Cl)CCl.C1C=CC2N(O)N=NC=2C=1. Product: [C:14]([O:13][C:11]([N:18]1[CH2:23][CH2:22][N:21]([C:8]([C:6]2[CH:5]=[CH:4][CH:3]=[C:2]([F:1])[N:7]=2)=[O:10])[CH2:20][CH2:19]1)=[O:12])([CH3:17])([CH3:15])[CH3:16]. The catalyst class is: 2. (4) Reactant: Br[CH:2]([CH2:5][C:6]([F:9])([F:8])[F:7])[CH:3]=O.[Cl:10][C:11]1[CH:16]=[CH:15][N:14]=[C:13]([NH2:17])[C:12]=1[I:18]. Product: [Cl:10][C:11]1[CH:16]=[CH:15][N:14]2[C:2]([CH2:5][C:6]([F:9])([F:8])[F:7])=[CH:3][N:17]=[C:13]2[C:12]=1[I:18]. The catalyst class is: 14. (5) Reactant: [F-].C([N+](CCCC)(CCCC)CCCC)CCC.O1CCCC1.[CH3:24][O:25][C:26]1[CH:68]=[CH:67][C:29]([CH2:30][O:31][C:32]2[CH:37]=[C:36]([N:38]3[CH2:43][CH2:42][O:41][CH2:40][CH2:39]3)[CH:35]=[C:34]([C:44]3[C:57]4[CH2:56][C:55]5[C:50](=[CH:51][CH:52]=[CH:53][CH:54]=5)[S:49][C:48]=4[CH:47]=[C:46]([O:58]COCC[Si](C)(C)C)[CH:45]=3)[N:33]=2)=[CH:28][CH:27]=1. The catalyst class is: 7. Product: [CH3:24][O:25][C:26]1[CH:27]=[CH:28][C:29]([CH2:30][O:31][C:32]2[N:33]=[C:34]([C:44]3[C:57]4[CH2:56][C:55]5[C:50](=[CH:51][CH:52]=[CH:53][CH:54]=5)[S:49][C:48]=4[CH:47]=[C:46]([OH:58])[CH:45]=3)[CH:35]=[C:36]([N:38]3[CH2:39][CH2:40][O:41][CH2:42][CH2:43]3)[CH:37]=2)=[CH:67][CH:68]=1. (6) Reactant: [Cl:1][C:2]1[CH:7]=[C:6]([OH:8])[CH:5]=[CH:4][C:3]=1[NH:9][C:10](=[O:18])OC1C=CC=CC=1.[CH:19]1([NH2:22])[CH2:21][CH2:20]1.O.Cl. Product: [Cl:1][C:2]1[CH:7]=[C:6]([OH:8])[CH:5]=[CH:4][C:3]=1[NH:9][C:10]([NH:22][CH:19]1[CH2:21][CH2:20]1)=[O:18]. The catalyst class is: 42. (7) Reactant: [Li]CCCC.[CH3:6][O:7][C:8]1[CH:16]=[CH:15][C:11]2[CH:12]=[CH:13][O:14][C:10]=2[CH:9]=1.C([O:20][B:21](OC(C)C)[O:22]C(C)C)(C)C. Product: [CH3:6][O:7][C:8]1[CH:16]=[CH:15][C:11]2[CH:12]=[C:13]([B:21]([OH:22])[OH:20])[O:14][C:10]=2[CH:9]=1. The catalyst class is: 1. (8) Reactant: [OH-].[Na+:2].[C:3]([CH2:5][C:6]([O:8][CH2:9][CH3:10])=[O:7])#[N:4].[C:11](=[S:13])=[S:12]. Product: [C:3]([C:5]([C:6]([O:8][CH2:9][CH3:10])=[O:7])=[C:11]([S-:13])[S-:12])#[N:4].[Na+:2].[Na+:2]. The catalyst class is: 315. (9) Product: [NH2:14][C:11]1[CH:12]=[CH:13][C:8]([N:5]2[CH2:6][CH2:7][CH:3]([N:2]([CH3:17])[CH3:1])[CH2:4]2)=[CH:9][CH:10]=1. Reactant: [CH3:1][N:2]([CH3:17])[CH:3]1[CH2:7][CH2:6][N:5]([C:8]2[CH:13]=[CH:12][C:11]([N+:14]([O-])=O)=[CH:10][CH:9]=2)[CH2:4]1.[H][H]. The catalyst class is: 29. (10) Reactant: Cl[C:2]1[N:11]=[C:10]([NH:12][CH2:13][CH:14]([C:20]2[CH:25]=[CH:24][CH:23]=[CH:22][CH:21]=2)[N:15]2[CH2:19][CH2:18][CH2:17][CH2:16]2)[C:9]2[C:4](=[CH:5][CH:6]=[CH:7][CH:8]=2)[N:3]=1.[N:26]1[CH:27]=[CH:28][N:29]2[CH:34]=[C:33](B(O)O)[CH:32]=[CH:31][C:30]=12.N1C=CN2C=C(C3N=C(NCC(C4C=CC=CC=4)C4NC=CC=4)C4C(=CC=CC=4)N=3)C=CC=12. Product: [N:26]1[CH:27]=[CH:28][N:29]2[CH:34]=[C:33]([C:2]3[N:11]=[C:10]([NH:12][CH2:13][CH:14]([C:20]4[CH:25]=[CH:24][CH:23]=[CH:22][CH:21]=4)[N:15]4[CH2:19][CH2:18][CH2:17][CH2:16]4)[C:9]4[C:4](=[CH:5][CH:6]=[CH:7][CH:8]=4)[N:3]=3)[CH:32]=[CH:31][C:30]=12. The catalyst class is: 61.